Dataset: Retrosynthesis with 50K atom-mapped reactions and 10 reaction types from USPTO. Task: Predict the reactants needed to synthesize the given product. (1) Given the product N#Cc1ccnc(-n2nc(C(=O)O)c3c2[C@H]2C[C@H]2C3)c1, predict the reactants needed to synthesize it. The reactants are: O=C(O)c1nn(-c2cc(Br)ccn2)c2c1C[C@@H]1C[C@H]21.[C-]#N. (2) Given the product CCCS(=O)(=O)Cc1noc([C@H](CCCC2CCCCC2)CC(=O)O)n1, predict the reactants needed to synthesize it. The reactants are: CCCS(=O)(=O)Cc1noc([C@H](CCCC2CCCCC2)CC(=O)OC(C)(C)C)n1. (3) Given the product CC(C)(C)OC(=O)C(C(=O)OC(C)(C)C)c1ccc(CBr)cc1, predict the reactants needed to synthesize it. The reactants are: Cc1ccc(C(C(=O)OC(C)(C)C)C(=O)OC(C)(C)C)cc1.O=C1CCC(=O)N1Br. (4) Given the product COC(=O)CCc1ccc(OCc2ccc(CN(CCC(C)C)c3nc(-c4ccc(C(F)(F)F)cc4)cs3)cc2)cc1, predict the reactants needed to synthesize it. The reactants are: CC(C)CCNc1nc(-c2ccc(C(F)(F)F)cc2)cs1.COC(=O)CCc1ccc(OCc2ccc(CCl)cc2)cc1. (5) Given the product O=C(c1ccc(-c2cn3c(I)cnc3cn2)cc1)N1CCOCC1, predict the reactants needed to synthesize it. The reactants are: C1COCCN1.O=C(O)c1ccc(-c2cn3c(I)cnc3cn2)cc1. (6) The reactants are: Cc1cc(NC(=O)c2cccc(CCc3cc(Nc4ccc(S(=O)(=O)N(C)C(c5ccccc5)c5ccccc5)cc4)n[nH]3)c2)ccc1C(C)C. Given the product CNS(=O)(=O)c1ccc(Nc2cc(CCc3cccc(C(=O)Nc4ccc(C(C)C)c(C)c4)c3)[nH]n2)cc1, predict the reactants needed to synthesize it. (7) Given the product Oc1nc(-c2ccc(F)cc2)c(CCN2CCC(=Cc3cccc(F)c3)CC2)s1, predict the reactants needed to synthesize it. The reactants are: Fc1cccc(C=C2CCNCC2)c1.Oc1nc(-c2ccc(F)cc2)c(CCCl)s1.